This data is from Full USPTO retrosynthesis dataset with 1.9M reactions from patents (1976-2016). The task is: Predict the reactants needed to synthesize the given product. Given the product [C:17]([O:16][C:14]([N:12]1[CH2:13][C@H:9]([O:8][Si:1]([C:4]([CH3:7])([CH3:6])[CH3:5])([CH3:3])[CH3:2])[CH2:10][C@H:11]1[CH2:21][O:22][S:31]([CH3:30])(=[O:33])=[O:32])=[O:15])([CH3:20])([CH3:19])[CH3:18], predict the reactants needed to synthesize it. The reactants are: [Si:1]([O:8][C@H:9]1[CH2:13][N:12]([C:14]([O:16][C:17]([CH3:20])([CH3:19])[CH3:18])=[O:15])[C@H:11]([CH2:21][OH:22])[CH2:10]1)([C:4]([CH3:7])([CH3:6])[CH3:5])([CH3:3])[CH3:2].C(N(CC)CC)C.[CH3:30][S:31](Cl)(=[O:33])=[O:32].